From a dataset of Forward reaction prediction with 1.9M reactions from USPTO patents (1976-2016). Predict the product of the given reaction. (1) Given the reactants [Cl:1][C:2]1[CH:7]=[CH:6][C:5]([NH:8]C(=O)OC(C)(C)C)=[C:4]([CH:16]([OH:26])[C:17]2[CH:22]=[CH:21][CH:20]=[C:19]([O:23][CH3:24])[C:18]=2[CH3:25])[CH:3]=1, predict the reaction product. The product is: [NH2:8][C:5]1[CH:6]=[CH:7][C:2]([Cl:1])=[CH:3][C:4]=1[CH:16]([C:17]1[CH:22]=[CH:21][CH:20]=[C:19]([O:23][CH3:24])[C:18]=1[CH3:25])[OH:26]. (2) Given the reactants [Br:1][C:2]1[CH:7]=[CH:6][C:5](F)=[C:4]([N+:9]([O-:11])=[O:10])[CH:3]=1.C([O-])([O-])=O.[K+].[K+].[CH3:18][NH2:19], predict the reaction product. The product is: [Br:1][C:2]1[CH:7]=[CH:6][C:5]([NH:19][CH3:18])=[C:4]([N+:9]([O-:11])=[O:10])[CH:3]=1.